From a dataset of Peptide-MHC class II binding affinity with 134,281 pairs from IEDB. Regression. Given a peptide amino acid sequence and an MHC pseudo amino acid sequence, predict their binding affinity value. This is MHC class II binding data. (1) The MHC is DRB3_0101 with pseudo-sequence DRB3_0101. The peptide sequence is ETAYFILKLAGRWPVKVI. The binding affinity (normalized) is 0.411. (2) The peptide sequence is YNHVVAANALLFLMS. The MHC is DRB1_0101 with pseudo-sequence DRB1_0101. The binding affinity (normalized) is 0.944. (3) The peptide sequence is YKKYFAATQFEPLAA. The MHC is HLA-DPA10103-DPB10601 with pseudo-sequence HLA-DPA10103-DPB10601. The binding affinity (normalized) is 0.992. (4) The peptide sequence is VKYAVFEAALTKA. The MHC is DRB1_0101 with pseudo-sequence DRB1_0101. The binding affinity (normalized) is 0.426. (5) The peptide sequence is YDKFLANVSTVLTAK. The MHC is DRB1_0404 with pseudo-sequence DRB1_0404. The binding affinity (normalized) is 0.818. (6) The peptide sequence is VWQHDRVEIIANDQG. The MHC is HLA-DPA10301-DPB10402 with pseudo-sequence HLA-DPA10301-DPB10402. The binding affinity (normalized) is 0.378. (7) The peptide sequence is GELQIVDKIDLAFKI. The MHC is DRB1_1201 with pseudo-sequence DRB1_1201. The binding affinity (normalized) is 0.509. (8) The binding affinity (normalized) is 0.303. The peptide sequence is KEPLKECGGILQAYD. The MHC is DRB1_1201 with pseudo-sequence DRB1_1201. (9) The peptide sequence is VMGDTAWDFSSAGGF. The MHC is HLA-DQA10201-DQB10303 with pseudo-sequence HLA-DQA10201-DQB10303. The binding affinity (normalized) is 0.526.